This data is from Catalyst prediction with 721,799 reactions and 888 catalyst types from USPTO. The task is: Predict which catalyst facilitates the given reaction. (1) Reactant: [NH:1]([C:3]1[CH:11]=[CH:10][C:6]([C:7]([OH:9])=[O:8])=[CH:5][CH:4]=1)N.[CH:12]([N:15]1[CH2:20][CH2:19][C:18](=O)[CH2:17][CH2:16]1)([CH3:14])[CH3:13].Cl. Product: [CH:12]([N:15]1[CH2:20][CH2:19][C:18]2[NH:1][C:3]3[CH:11]=[CH:10][C:6]([C:7]([OH:9])=[O:8])=[CH:5][C:4]=3[C:17]=2[CH2:16]1)([CH3:14])[CH3:13]. The catalyst class is: 12. (2) The catalyst class is: 18. Reactant: CCN(C(C)C)C(C)C.[F:10][C:11]1[CH2:16][C:15]([F:20])([C:17]([OH:19])=O)[CH:14]=[CH:13][C:12]=1[C:21]1[CH:26]=[CH:25][CH:24]=[CH:23][CH:22]=1.C1C=CC2N(O)N=NC=2C=1.CCN=C=NCCCN(C)C.Cl.[NH2:49][CH2:50][C:51]([N:53]1[CH2:58][CH2:57][N:56]([C:59](=[O:70])[C:60]2[CH:65]=[CH:64][CH:63]=[CH:62][C:61]=2[C:66]([F:69])([F:68])[F:67])[CH2:55][CH2:54]1)=[O:52]. Product: [O:52]=[C:51]([N:53]1[CH2:54][CH2:55][N:56]([C:59](=[O:70])[C:60]2[CH:65]=[CH:64][CH:63]=[CH:62][C:61]=2[C:66]([F:69])([F:68])[F:67])[CH2:57][CH2:58]1)[CH2:50][NH:49][C:17]([C:15]1([F:20])[CH:14]=[CH:13][C:12]([C:21]2[CH:26]=[CH:25][CH:24]=[CH:23][CH:22]=2)=[C:11]([F:10])[CH2:16]1)=[O:19]. (3) Reactant: [Si:1]([O:8][CH2:9][C:10]1[CH:15]=[C:14](I)[N:13]=[C:12]([Cl:17])[CH:11]=1)([C:4]([CH3:7])([CH3:6])[CH3:5])([CH3:3])[CH3:2].CC1(C)OB([C:24]2[CH:25]=[N:26][C:27]([C:30]([F:33])([F:32])[F:31])=[N:28][CH:29]=2)OC1(C)C.C(=O)([O-])[O-].[K+].[K+].O. Product: [Si:1]([O:8][CH2:9][C:10]1[CH:11]=[C:12]([Cl:17])[N:13]=[C:14]([C:24]2[CH:25]=[N:26][C:27]([C:30]([F:33])([F:32])[F:31])=[N:28][CH:29]=2)[CH:15]=1)([C:4]([CH3:7])([CH3:6])[CH3:5])([CH3:3])[CH3:2]. The catalyst class is: 75. (4) Reactant: C(OC([NH:8][CH2:9][CH2:10][CH2:11][C@@H:12]([CH2:24][C:25]1[N:26]=[CH:27][N:28]2[C:37]3[C:32](=[CH:33][CH:34]=[CH:35][CH:36]=3)[CH2:31][CH2:30][C:29]=12)[C:13]([O:15][CH2:16][C:17]1[O:18][C:19](=[O:23])[O:20][C:21]=1[CH3:22])=[O:14])=O)(C)(C)C.[ClH:38]. Product: [ClH:38].[ClH:38].[NH2:8][CH2:9][CH2:10][CH2:11][C@@H:12]([CH2:24][C:25]1[N:26]=[CH:27][N:28]2[C:37]3[C:32](=[CH:33][CH:34]=[CH:35][CH:36]=3)[CH2:31][CH2:30][C:29]=12)[C:13]([O:15][CH2:16][C:17]1[O:18][C:19](=[O:23])[O:20][C:21]=1[CH3:22])=[O:14]. The catalyst class is: 13.